Dataset: NCI-60 drug combinations with 297,098 pairs across 59 cell lines. Task: Regression. Given two drug SMILES strings and cell line genomic features, predict the synergy score measuring deviation from expected non-interaction effect. Drug 1: CN(C)C1=NC(=NC(=N1)N(C)C)N(C)C. Drug 2: C1CN1P(=S)(N2CC2)N3CC3. Cell line: OVCAR-8. Synergy scores: CSS=16.1, Synergy_ZIP=-3.73, Synergy_Bliss=0.185, Synergy_Loewe=-34.6, Synergy_HSA=-4.62.